From a dataset of Peptide-MHC class I binding affinity with 185,985 pairs from IEDB/IMGT. Regression. Given a peptide amino acid sequence and an MHC pseudo amino acid sequence, predict their binding affinity value. This is MHC class I binding data. The peptide sequence is KRMGVQMQR. The MHC is HLA-B27:05 with pseudo-sequence HLA-B27:05. The binding affinity (normalized) is 0.672.